From a dataset of Catalyst prediction with 721,799 reactions and 888 catalyst types from USPTO. Predict which catalyst facilitates the given reaction. Reactant: C([BH-](C(CC)C)C(CC)C)(CC)C.[Li+].[Cl:15][CH2:16][C:17]([NH:19][CH:20]1[CH2:29][CH2:28][C:27]2[C:22](=[CH:23][CH:24]=[CH:25][CH:26]=2)[C:21]1=[O:30])=[O:18].O.Cl. Product: [Cl:15][CH2:16][C:17]([NH:19][C@H:20]1[CH2:29][CH2:28][C:27]2[C:22](=[CH:23][CH:24]=[CH:25][CH:26]=2)[C@H:21]1[OH:30])=[O:18]. The catalyst class is: 7.